Dataset: Catalyst prediction with 721,799 reactions and 888 catalyst types from USPTO. Task: Predict which catalyst facilitates the given reaction. Reactant: [CH2:1]([N:4]([C:8]1[C:9]([I:32])=[C:10]([C:24]([NH:26][CH2:27][CH:28]([OH:31])[CH2:29][OH:30])=[O:25])[C:11]([I:23])=[C:12]([C:21]=1[I:22])[C:13]([NH:15][CH2:16][CH:17]([OH:20])[CH2:18][OH:19])=[O:14])[C:5](=[O:7])[CH3:6])[CH:2]=[CH2:3].[I-].[K+].II.[OH:37][CH:38]([CH2:63][OH:64])[CH2:39][NH:40][C:41](=[O:62])[C:42]1[C:55]([I:56])=[C:54]([NH:57][CH:58]=[O:59])[C:53]([I:60])=[C:44]([C:45]([NH:47][CH2:48][CH:49]([OH:52])[CH2:50][OH:51])=[O:46])[C:43]=1[I:61].[OH-:65].[K+]. Product: [OH:20][CH:17]([CH2:18][OH:19])[CH2:16][NH:15][C:13]([C:12]1[C:21]([I:22])=[C:8]([N:4]([CH2:1][CH:2]([OH:65])[CH2:3][N:57]([C:54]2[C:53]([I:60])=[C:44]([C:45]([NH:47][CH2:48][CH:49]([OH:52])[CH2:50][OH:51])=[O:46])[C:43]([I:61])=[C:42]([C:55]=2[I:56])[C:41]([NH:40][CH2:39][CH:38]([OH:37])[CH2:63][OH:64])=[O:62])[CH:58]=[O:59])[C:5](=[O:7])[CH3:6])[C:9]([I:32])=[C:10]([C:24](=[O:25])[NH:26][CH2:27][CH:28]([OH:31])[CH2:29][OH:30])[C:11]=1[I:23])=[O:14]. The catalyst class is: 72.